From a dataset of Full USPTO retrosynthesis dataset with 1.9M reactions from patents (1976-2016). Predict the reactants needed to synthesize the given product. (1) Given the product [CH2:1]([O:8][C:9]1[CH:10]=[C:11]([CH:17]=[C:18]([O:20][CH2:21][CH2:22][CH2:23][O:24][CH3:25])[CH:19]=1)[CH2:12][N:13]([CH:14]1[CH2:15][CH2:16]1)[C:33](=[O:34])[O:35][C:36]([CH3:39])([CH3:38])[CH3:37])[C:2]1[CH:3]=[CH:4][CH:5]=[CH:6][CH:7]=1, predict the reactants needed to synthesize it. The reactants are: [CH2:1]([O:8][C:9]1[CH:10]=[C:11]([CH:17]=[C:18]([O:20][CH2:21][CH2:22][CH2:23][O:24][CH3:25])[CH:19]=1)[CH2:12][NH:13][CH:14]1[CH2:16][CH2:15]1)[C:2]1[CH:7]=[CH:6][CH:5]=[CH:4][CH:3]=1.C(N(CC)CC)C.[C:33](O[C:33]([O:35][C:36]([CH3:39])([CH3:38])[CH3:37])=[O:34])([O:35][C:36]([CH3:39])([CH3:38])[CH3:37])=[O:34].[Cl-].[NH4+]. (2) Given the product [Cl:1][C:2]1[CH:18]=[C:17]([NH2:19])[CH:16]=[C:15]([Cl:22])[C:3]=1[O:4][C:5]1[CH:6]=[N:7][C:8]2[C:13]([CH:14]=1)=[CH:12][CH:11]=[CH:10][CH:9]=2, predict the reactants needed to synthesize it. The reactants are: [Cl:1][C:2]1[CH:18]=[C:17]([N+:19]([O-])=O)[CH:16]=[C:15]([Cl:22])[C:3]=1[O:4][C:5]1[CH:6]=[N:7][C:8]2[C:13]([CH:14]=1)=[CH:12][CH:11]=[CH:10][CH:9]=2. (3) Given the product [F:18][C:19]1[CH:26]=[CH:25][C:22]([CH2:23][O:8][C:5]2[CH:6]=[CH:7][C:2]([OH:1])=[C:3]([C:9](=[O:11])[CH3:10])[CH:4]=2)=[CH:21][CH:20]=1, predict the reactants needed to synthesize it. The reactants are: [OH:1][C:2]1[CH:7]=[CH:6][C:5]([OH:8])=[CH:4][C:3]=1[C:9](=[O:11])[CH3:10].C(=O)([O-])[O-].[K+].[K+].[F:18][C:19]1[CH:26]=[CH:25][C:22]([CH2:23]Br)=[CH:21][CH:20]=1. (4) Given the product [S:55](=[O:57])(=[O:56])([O:46][CH2:45][C@H:31]1[CH2:30][C@@H:29]([NH:28][C:23]2[C:22]([C:20]([C:10]3[S:11][C:12]([CH2:13][C:14]4[CH:19]=[CH:18][CH:17]=[CH:16][CH:15]=4)=[C:8]([CH2:1][C:2]4[CH:7]=[CH:6][CH:5]=[CH:4][CH:3]=4)[CH:9]=3)=[O:21])=[CH:27][N:26]=[CH:25][N:24]=2)[CH2:33][C@@H:32]1[OH:34])[NH2:58], predict the reactants needed to synthesize it. The reactants are: [CH2:1]([C:8]1[CH:9]=[C:10]([C:20]([C:22]2[C:23]([NH:28][C@H:29]3[CH2:33][C@H:32]([O:34][Si](C(C)C)(C(C)C)C(C)C)[C@@H:31]([CH2:45][OH:46])[CH2:30]3)=[N:24][CH:25]=[N:26][CH:27]=2)=[O:21])[S:11][C:12]=1[CH2:13][C:14]1[CH:19]=[CH:18][CH:17]=[CH:16][CH:15]=1)[C:2]1[CH:7]=[CH:6][CH:5]=[CH:4][CH:3]=1.C(N(CC)CC)C.Cl[S:55]([NH2:58])(=[O:57])=[O:56].Cl. (5) Given the product [CH3:24][O:14][C:11](=[O:12])[CH2:17][CH2:18][CH2:19][O:10][C:6]1[CH:7]=[CH:8][CH:9]=[C:4]([N+:1]([O-:3])=[O:2])[CH:5]=1, predict the reactants needed to synthesize it. The reactants are: [N+:1]([C:4]1[CH:5]=[C:6]([OH:10])[CH:7]=[CH:8][CH:9]=1)([O-:3])=[O:2].[C:11]([O-:14])([O-])=[O:12].[K+].[K+].[CH3:17][CH2:18][CH2:19]CCCC.[CH3:24]N(C=O)C.